From a dataset of Full USPTO retrosynthesis dataset with 1.9M reactions from patents (1976-2016). Predict the reactants needed to synthesize the given product. (1) Given the product [F:1][C:2]1[CH:7]=[C:6]([C:19]2[N:24]=[C:23]([C:25]([NH2:27])=[O:26])[C:22]([CH3:28])=[N:21][C:20]=2[CH3:29])[CH:5]=[CH:4][C:3]=1[OH:17], predict the reactants needed to synthesize it. The reactants are: [F:1][C:2]1[CH:7]=[C:6](B2OC(C)(C)C(C)(C)O2)[CH:5]=[CH:4][C:3]=1[OH:17].Cl[C:19]1[N:24]=[C:23]([C:25]([NH2:27])=[O:26])[C:22]([CH3:28])=[N:21][C:20]=1[CH3:29].[O-]P([O-])([O-])=O.[K+].[K+].[K+]. (2) Given the product [C:40]([O:39][C:37](=[O:38])[N:26]=[C:7]1[N:6]([CH2:5][C:4]2[CH:27]=[CH:28][CH:29]=[CH:30][C:3]=2[Br:2])[C:10]2[CH:11]=[CH:12][CH:13]=[CH:14][C:9]=2[N:8]1[CH2:15][CH2:16][CH2:17][O:18][C:19]1[CH:20]=[CH:21][C:22]([F:25])=[CH:23][CH:24]=1)([CH3:43])([CH3:42])[CH3:41], predict the reactants needed to synthesize it. The reactants are: Br.[Br:2][C:3]1[CH:30]=[CH:29][CH:28]=[CH:27][C:4]=1[CH2:5][N:6]1[C:10]2[CH:11]=[CH:12][CH:13]=[CH:14][C:9]=2[N:8]([CH2:15][CH2:16][CH2:17][O:18][C:19]2[CH:24]=[CH:23][C:22]([F:25])=[CH:21][CH:20]=2)[C:7]1=[NH:26].C([O-])([O-])=O.[Na+].[Na+].[C:37](O[C:37]([O:39][C:40]([CH3:43])([CH3:42])[CH3:41])=[O:38])([O:39][C:40]([CH3:43])([CH3:42])[CH3:41])=[O:38]. (3) Given the product [C:21]([NH:1][C:2]1[CH:11]=[CH:10][C:5]([C:6]([NH:8][CH3:9])=[O:7])=[C:4]([NH:12][C:13]2[C:18]([Cl:19])=[CH:17][N:16]=[C:15]([Cl:20])[N:14]=2)[CH:3]=1)(=[O:23])[CH3:22], predict the reactants needed to synthesize it. The reactants are: [NH2:1][C:2]1[CH:11]=[CH:10][C:5]([C:6]([NH:8][CH3:9])=[O:7])=[C:4]([NH:12][C:13]2[C:18]([Cl:19])=[CH:17][N:16]=[C:15]([Cl:20])[N:14]=2)[CH:3]=1.[C:21](OC(=O)C)(=[O:23])[CH3:22].C1COCC1.C(O)(=O)C. (4) Given the product [CH2:1]([C:3]1([CH2:13][CH2:14][O:15][C:16]2[CH:21]=[CH:20][N:19]=[C:18]([CH2:22][S:37][C:38]3[NH:42][C:41]4[CH:43]=[CH:44][CH:45]=[CH:46][C:40]=4[N:39]=3)[C:17]=2[CH3:24])[O:12][CH2:11][C:6]2([O:7][CH2:8][CH2:9][O:10]2)[CH2:5][O:4]1)[CH3:2], predict the reactants needed to synthesize it. The reactants are: [CH2:1]([C:3]1([CH2:13][CH2:14][O:15][C:16]2[CH:21]=[CH:20][N:19]=[C:18]([CH2:22]O)[C:17]=2[CH3:24])[O:12][CH2:11][C:6]2([O:10][CH2:9][CH2:8][O:7]2)[CH2:5][O:4]1)[CH3:2].C(N(CC)CC)C.CS(Cl)(=O)=O.[SH:37][C:38]1[NH:39][C:40]2[CH:46]=[CH:45][CH:44]=[CH:43][C:41]=2[N:42]=1.